From a dataset of Reaction yield outcomes from USPTO patents with 853,638 reactions. Predict the reaction yield, written as a fraction of the theoretical maximum amount of product (1.0 means a 100% yield; for example, 0.34 means a 34% yield). (1) The reactants are Br[C:2]1[CH:30]=[CH:29][C:5]([O:6][C:7]2[N:15]([CH2:16][C:17]3[CH:22]=[CH:21][CH:20]=[C:19]([O:23][CH3:24])[CH:18]=3)[C:14]3[C:13](=[O:25])[N:12]([CH3:26])[C:11](=[O:27])[N:10]([CH3:28])[C:9]=3[N:8]=2)=[CH:4][CH:3]=1.[CH3:31][C:32]1([CH3:48])[C:36]([CH3:38])([CH3:37])[O:35][B:34]([B:34]2[O:35][C:36]([CH3:38])([CH3:37])[C:32]([CH3:48])([CH3:31])[O:33]2)[O:33]1.C([O-])(=O)C.[K+]. The catalyst is O1CCOCC1.[Pd].C1C=CC(P(C2C=CC=CC=2)[C-]2C=CC=C2)=CC=1.C1C=CC(P(C2C=CC=CC=2)[C-]2C=CC=C2)=CC=1.[Fe+2]. The product is [CH3:24][O:23][C:19]1[CH:18]=[C:17]([CH:22]=[CH:21][CH:20]=1)[CH2:16][N:15]1[C:14]2[C:13](=[O:25])[N:12]([CH3:26])[C:11](=[O:27])[N:10]([CH3:28])[C:9]=2[N:8]=[C:7]1[O:6][C:5]1[CH:29]=[CH:30][C:2]([B:34]2[O:35][C:36]([CH3:38])([CH3:37])[C:32]([CH3:48])([CH3:31])[O:33]2)=[CH:3][CH:4]=1. The yield is 0.846. (2) The reactants are [CH2:1]([N:6]1[CH2:15][CH2:14][C:13]2[C:8](=[CH:9][C:10]([O:18][CH3:19])=[C:11]([O:16][CH3:17])[CH:12]=2)[C:7]21[CH2:24][CH2:23][CH:22]([C:25]([N:27]1[CH2:32][CH2:31][N:30]([C:33]3[CH:38]=[CH:37][N:36]=[CH:35][CH:34]=3)[CH2:29][CH2:28]1)=[O:26])[CH2:21][CH:20]2[CH:39]1[C:48]2[C:43](=[CH:44][C:45]([O:51][CH3:52])=[C:46]([O:49][CH3:50])[CH:47]=2)[CH2:42][CH2:41][N:40]1[CH2:53][CH3:54])[CH2:2][CH2:3][CH:4]=[CH2:5]. The catalyst is C(O)C.[C].[Pd]. The product is [CH2:1]([N:6]1[CH2:15][CH2:14][C:13]2[C:8](=[CH:9][C:10]([O:18][CH3:19])=[C:11]([O:16][CH3:17])[CH:12]=2)[C:7]21[CH2:24][CH2:23][CH:22]([C:25]([N:27]1[CH2:28][CH2:29][N:30]([C:33]3[CH:38]=[CH:37][N:36]=[CH:35][CH:34]=3)[CH2:31][CH2:32]1)=[O:26])[CH2:21][CH:20]2[CH:39]1[C:48]2[C:43](=[CH:44][C:45]([O:51][CH3:52])=[C:46]([O:49][CH3:50])[CH:47]=2)[CH2:42][CH2:41][N:40]1[CH2:53][CH3:54])[CH2:2][CH2:3][CH2:4][CH3:5]. The yield is 0.850.